This data is from Full USPTO retrosynthesis dataset with 1.9M reactions from patents (1976-2016). The task is: Predict the reactants needed to synthesize the given product. Given the product [CH3:1][O:2][C:3]([C:5]1[CH:6]=[C:7]([C:13]2[CH:14]=[CH:15][C:16]([CH2:21][OH:22])=[CH:17][CH:18]=2)[CH:8]=[CH:9][CH:10]=1)=[O:4], predict the reactants needed to synthesize it. The reactants are: [CH3:1][O:2][C:3]([C:5]1[CH:6]=[C:7]([C:13]2[CH:18]=[CH:17][CH:16]=[CH:15][CH:14]=2)[CH:8]=[CH:9][C:10]=1C=O)=[O:4].[BH4-].[Na+].[CH3:21][OH:22].